From a dataset of Catalyst prediction with 721,799 reactions and 888 catalyst types from USPTO. Predict which catalyst facilitates the given reaction. (1) Reactant: [Si:1]([O:8][C@@H:9]1[CH:14]=[C:13]([C:15]2[CH:20]=[CH:19][N:18]=[CH:17][C:16]=2[N+:21]([O-])=O)[CH2:12][C@H:11]([CH3:24])[C@@:10]1([C:26]#[CH:27])[OH:25])([C:4]([CH3:7])([CH3:6])[CH3:5])([CH3:3])[CH3:2]. Product: [NH2:21][C:16]1[CH:17]=[N:18][CH:19]=[CH:20][C:15]=1[C@@H:13]1[CH2:12][C@H:11]([CH3:24])[C@@:10]([CH2:26][CH3:27])([OH:25])[C@H:9]([O:8][Si:1]([C:4]([CH3:6])([CH3:5])[CH3:7])([CH3:3])[CH3:2])[CH2:14]1. The catalyst class is: 19. (2) Reactant: [C:1]1(=[O:13])[CH2:12][CH2:11][CH2:10][CH:9]=[CH:8][CH2:7][CH2:6][CH:5]=[CH:4][CH2:3][CH2:2]1.[H][H]. Product: [C:1]1(=[O:13])[CH2:12][CH2:11][CH2:10][CH2:9][CH2:8][CH2:7][CH2:6][CH2:5][CH2:4][CH2:3][CH2:2]1. The catalyst class is: 45. (3) Reactant: Br[C:2]1[CH:7]=[CH:6][N:5]=[C:4]2[NH:8][C:9]([C:11]3[CH:16]=[CH:15][CH:14]=[CH:13][CH:12]=3)=[CH:10][C:3]=12.CC(C)([O-])C.[K+].[N+:23]([C:26]1[CH:32]=[CH:31][C:29]([NH2:30])=[CH:28][CH:27]=1)([O-:25])=[O:24].[Cl-].[NH4+]. Product: [N+:23]([C:26]1[CH:32]=[CH:31][C:29]([NH:30][C:2]2[C:3]3[CH:10]=[C:9]([C:11]4[CH:16]=[CH:15][CH:14]=[CH:13][CH:12]=4)[NH:8][C:4]=3[N:5]=[CH:6][CH:7]=2)=[CH:28][CH:27]=1)([O-:25])=[O:24]. The catalyst class is: 423. (4) Reactant: [CH2:1]([N:8]1[CH2:13][CH2:12][N:11]([C:14]2[CH:15]=[C:16]3[C:20](=[CH:21][CH:22]=2)[N:19]([Si](C(C)C)(C(C)C)C(C)C)[N:18]=[CH:17]3)[CH:10]([CH2:33][CH:34]2[CH2:39][CH2:38][O:37][CH2:36][CH2:35]2)[C:9]1=O)[C:2]1[CH:7]=[CH:6][CH:5]=[CH:4][CH:3]=1.[H-].[H-].[H-].[H-].[Li+].[Al+3]. Product: [CH2:1]([N:8]1[CH2:13][CH2:12][N:11]([C:14]2[CH:15]=[C:16]3[C:20](=[CH:21][CH:22]=2)[NH:19][N:18]=[CH:17]3)[CH:10]([CH2:33][CH:34]2[CH2:39][CH2:38][O:37][CH2:36][CH2:35]2)[CH2:9]1)[C:2]1[CH:3]=[CH:4][CH:5]=[CH:6][CH:7]=1. The catalyst class is: 1.